Dataset: Catalyst prediction with 721,799 reactions and 888 catalyst types from USPTO. Task: Predict which catalyst facilitates the given reaction. (1) Reactant: [C:1]([O:5][C:6](=[O:32])[C@@H:7]1[CH2:11][CH2:10][CH2:9][N:8]1[C:12](=[O:31])[C:13](=C(C1C=CC=CC=1)C1C=CC=CC=1)[NH:14][NH:15][C:16]#[CH:17])([CH3:4])([CH3:3])[CH3:2].Cl.NO. Product: [C:1]([O:5][C:6](=[O:32])[C@@H:7]1[CH2:11][CH2:10][CH2:9][N:8]1[C:12](=[O:31])[CH2:13][NH:14][NH:15][C:16]#[CH:17])([CH3:2])([CH3:4])[CH3:3]. The catalyst class is: 17. (2) Reactant: N1C=CC=CC=1.[CH3:7][O:8][C:9]1[CH:14]=[CH:13][C:12]([C:15]2[NH:19][N:18]=[C:17]([CH3:20])[C:16]=2[NH2:21])=[CH:11][CH:10]=1.[C:22](Cl)(=[O:29])[C:23]1[CH:28]=[CH:27][CH:26]=[CH:25][CH:24]=1. Product: [CH3:7][O:8][C:9]1[CH:10]=[CH:11][C:12]([C:15]2[NH:19][N:18]=[C:17]([CH3:20])[C:16]=2[NH:21][C:22](=[O:29])[C:23]2[CH:28]=[CH:27][CH:26]=[CH:25][CH:24]=2)=[CH:13][CH:14]=1. The catalyst class is: 4.